This data is from Full USPTO retrosynthesis dataset with 1.9M reactions from patents (1976-2016). The task is: Predict the reactants needed to synthesize the given product. (1) Given the product [CH:31]1([NH:34][C:14]([C:7]2([CH3:17])[CH2:6][CH2:5][C:4]3[C:9](=[C:10]([CH3:13])[C:11]([CH3:12])=[C:2]([OH:1])[C:3]=3[CH3:18])[O:8]2)=[O:16])[CH2:33][CH2:32]1, predict the reactants needed to synthesize it. The reactants are: [OH:1][C:2]1[C:3]([CH3:18])=[C:4]2[C:9](=[C:10]([CH3:13])[C:11]=1[CH3:12])[O:8][C:7]([CH3:17])([C:14]([OH:16])=O)[CH2:6][CH2:5]2.C1N=CN(C(N2C=NC=C2)=O)C=1.[CH:31]1([NH2:34])[CH2:33][CH2:32]1. (2) Given the product [Cl:16][C:17]1[CH:18]=[C:19]([CH:1]([OH:2])[C@@H:3]2[CH2:8][CH2:7][CH2:6][CH2:5][N:4]2[C:9]([O:11][C:12]([CH3:15])([CH3:14])[CH3:13])=[O:10])[CH:20]=[CH:21][C:22]=1[Cl:23], predict the reactants needed to synthesize it. The reactants are: [CH:1]([C@@H:3]1[CH2:8][CH2:7][CH2:6][CH2:5][N:4]1[C:9]([O:11][C:12]([CH3:15])([CH3:14])[CH3:13])=[O:10])=[O:2].[Cl:16][C:17]1[CH:18]=[C:19]([Mg]Br)[CH:20]=[CH:21][C:22]=1[Cl:23].